Dataset: Forward reaction prediction with 1.9M reactions from USPTO patents (1976-2016). Task: Predict the product of the given reaction. (1) Given the reactants Cl[C:2]1[N:3]=[CH:4][C:5]2[N:11]([CH3:12])[C:10](=[O:13])[C:9]([CH3:15])([CH3:14])[CH2:8][N:7]([CH:16]3[CH2:20][CH2:19][CH2:18][CH2:17]3)[C:6]=2[N:21]=1.[NH2:22][C:23]1[CH:31]=[CH:30][C:26]([C:27]([OH:29])=[O:28])=[CH:25][C:24]=1[O:32][CH3:33].Cl, predict the reaction product. The product is: [CH:16]1([N:7]2[CH2:8][C:9]([CH3:15])([CH3:14])[C:10](=[O:13])[N:11]([CH3:12])[C:5]3[CH:4]=[N:3][C:2]([NH:22][C:23]4[CH:31]=[CH:30][C:26]([C:27]([OH:29])=[O:28])=[CH:25][C:24]=4[O:32][CH3:33])=[N:21][C:6]2=3)[CH2:20][CH2:19][CH2:18][CH2:17]1. (2) Given the reactants [C:1]([N:5]1[C:9]2[N:10]=[C:11]([NH2:15])[N:12]=[C:13](Cl)[C:8]=2[CH:7]=[CH:6]1)([CH3:4])([CH3:3])[CH3:2].N, predict the reaction product. The product is: [C:1]([N:5]1[C:9]2[N:10]=[C:11]([NH2:15])[N:12]=[CH:13][C:8]=2[CH:7]=[CH:6]1)([CH3:4])([CH3:2])[CH3:3].